Dataset: Forward reaction prediction with 1.9M reactions from USPTO patents (1976-2016). Task: Predict the product of the given reaction. (1) Given the reactants [C:1]([C:3]1[CH:4]=[C:5]([C:13]2[O:17][N:16]=[C:15]([C:18]3[CH:39]=[CH:38][C:21]4[CH2:22][CH2:23][N:24]([CH2:27][CH2:28][CH2:29][NH:30]C(=O)OC(C)(C)C)[CH2:25][CH2:26][C:20]=4[CH:19]=3)[N:14]=2)[CH:6]=[CH:7][C:8]=1[O:9][CH:10]([CH3:12])[CH3:11])#[N:2].CCOCC.[ClH:45], predict the reaction product. The product is: [ClH:45].[NH2:30][CH2:29][CH2:28][CH2:27][N:24]1[CH2:23][CH2:22][C:21]2[CH:38]=[CH:39][C:18]([C:15]3[N:14]=[C:13]([C:5]4[CH:6]=[CH:7][C:8]([O:9][CH:10]([CH3:12])[CH3:11])=[C:3]([CH:4]=4)[C:1]#[N:2])[O:17][N:16]=3)=[CH:19][C:20]=2[CH2:26][CH2:25]1. (2) Given the reactants Br[C:2]1[CH:3]=[CH:4][C:5]2[NH:11][C:10](=[O:12])[CH2:9][CH2:8][CH2:7][C:6]=2[CH:13]=1.Cl[C:15]1[CH:20]=[CH:19][C:18]([S:21]([C:24]([F:27])([F:26])[F:25])(=[O:23])=[O:22])=[CH:17][CH:16]=1, predict the reaction product. The product is: [F:26][C:24]([F:25])([F:27])[S:21]([C:18]1[CH:19]=[CH:20][C:15]([C:2]2[CH:3]=[CH:4][C:5]3[NH:11][C:10](=[O:12])[CH2:9][CH2:8][CH2:7][C:6]=3[CH:13]=2)=[CH:16][CH:17]=1)(=[O:22])=[O:23]. (3) The product is: [CH3:1][N:2]1[C:7]([C:32]2[CH:33]=[CH:34][N:29]=[CH:30][CH:31]=2)=[C:6]([C:9]2[CH:14]=[CH:13][CH:12]=[CH:11][CH:10]=2)[N:5]=[C:4]([C:15]2[CH:20]=[CH:19][CH:18]=[CH:17][CH:16]=2)[C:3]1=[O:21]. Given the reactants [CH3:1][N:2]1[C:7](Cl)=[C:6]([C:9]2[CH:14]=[CH:13][CH:12]=[CH:11][CH:10]=2)[N:5]=[C:4]([C:15]2[CH:20]=[CH:19][CH:18]=[CH:17][CH:16]=2)[C:3]1=[O:21].COCCOC.[Li+].[N:29]1[CH:34]=[CH:33][C:32](B([O-])[O-])=[CH:31][CH:30]=1.[Li+].C(=O)([O-])[O-].[Na+].[Na+], predict the reaction product.